Dataset: Full USPTO retrosynthesis dataset with 1.9M reactions from patents (1976-2016). Task: Predict the reactants needed to synthesize the given product. (1) Given the product [Cl:1][C:2]1[N:3]=[C:4]([N:19]2[CH2:24][CH2:23][O:22][CH2:21][CH2:20]2)[C:5]2[N:11]=[CH:10][C:9]([C:12]3[O:16][C:15]([C:17]([O:26][CH3:25])=[O:18])=[CH:14][CH:13]=3)=[CH:8][C:6]=2[N:7]=1, predict the reactants needed to synthesize it. The reactants are: [Cl:1][C:2]1[N:3]=[C:4]([N:19]2[CH2:24][CH2:23][O:22][CH2:21][CH2:20]2)[C:5]2[N:11]=[CH:10][C:9]([C:12]3[O:16][C:15]([CH:17]=[O:18])=[CH:14][CH:13]=3)=[CH:8][C:6]=2[N:7]=1.[CH3:25][OH:26].[C-]#N.[Na+]. (2) Given the product [C:1]([O:6][CH:7]([O:9][C:10]([NH:12][CH2:13][C:14]1([CH2:20][C:21]([OH:23])=[O:22])[CH2:19][CH2:18][CH2:17][CH2:16][CH2:15]1)=[O:11])[CH3:8])(=[O:5])[CH:2]([CH3:4])[CH3:3], predict the reactants needed to synthesize it. The reactants are: [C:1]([O:6][CH:7]([O:9][C:10]([NH:12][CH2:13][C:14]1([CH2:20][C:21]([O:23]CC2C=CC=CC=2)=[O:22])[CH2:19][CH2:18][CH2:17][CH2:16][CH2:15]1)=[O:11])[CH3:8])(=[O:5])[CH:2]([CH3:4])[CH3:3].[H][H]. (3) Given the product [N:30]1([C:28]([N:14]2[CH2:15][CH:16]([C:18]3[CH:19]=[CH:20][C:21]([C:24]([F:26])([F:27])[F:25])=[CH:22][CH:23]=3)[CH2:17][CH:12]([C:10]3[O:9][N:8]=[C:7]([O:1][CH:2]4[CH2:5][O:4][CH2:3]4)[N:11]=3)[CH2:13]2)=[O:29])[CH2:31][CH2:32][O:33][CH2:34][CH2:35]1, predict the reactants needed to synthesize it. The reactants are: [OH:1][CH:2]1[CH2:5][O:4][CH2:3]1.Cl[C:7]1[N:11]=[C:10]([CH:12]2[CH2:17][CH:16]([C:18]3[CH:23]=[CH:22][C:21]([C:24]([F:27])([F:26])[F:25])=[CH:20][CH:19]=3)[CH2:15][N:14]([C:28]([N:30]3[CH2:35][CH2:34][O:33][CH2:32][CH2:31]3)=[O:29])[CH2:13]2)[O:9][N:8]=1. (4) Given the product [CH3:18][CH:17]([CH3:19])[CH2:16][O:15][C:13]([N:9]1[CH:10]=[CH:11][N:12]=[C:8]1[C:5]1[CH:6]=[CH:7][C:2]([C:35]2[CH:36]=[CH:37][C:31]3[O:30][CH2:29][CH2:28][N:27]([C:25]([O:24][C:21]([CH3:22])([CH3:20])[CH3:23])=[O:26])[CH2:33][C:32]=3[CH:34]=2)=[CH:3][CH:4]=1)=[O:14], predict the reactants needed to synthesize it. The reactants are: Br[C:2]1[CH:7]=[CH:6][C:5]([C:8]2[N:9]([C:13]([O:15][CH2:16][CH:17]([CH3:19])[CH3:18])=[O:14])[CH:10]=[CH:11][N:12]=2)=[CH:4][CH:3]=1.[CH3:20][C:21]([O:24][C:25]([N:27]1[CH2:33][C:32]2[CH:34]=[C:35](B(O)O)[CH:36]=[CH:37][C:31]=2[O:30][CH2:29][CH2:28]1)=[O:26])([CH3:23])[CH3:22].C(N(C(C)C)CC)(C)C.ClCCl. (5) Given the product [CH3:9][CH:10]1[O:7][CH:5]([CH3:6])[O:4][CH:1]([OH:3])[CH2:2]1, predict the reactants needed to synthesize it. The reactants are: [C:1]([O:4][C:5](=[O:7])[CH3:6])(=[O:3])[CH3:2].N1C=CC=[CH:10][CH:9]=1. (6) Given the product [OH:30][C:24]([C:26]([F:29])([F:28])[F:27])=[O:25].[NH2:8][C@@H:9]([CH2:13][CH2:14][CH2:15][CH2:16][NH:17][C:18]([O:20][CH2:21][C:22]#[CH:23])=[O:19])[C:10]([OH:12])=[O:11], predict the reactants needed to synthesize it. The reactants are: C(OC([NH:8][C@@H:9]([CH2:13][CH2:14][CH2:15][CH2:16][NH:17][C:18]([O:20][CH2:21][C:22]#[CH:23])=[O:19])[C:10]([OH:12])=[O:11])=O)(C)(C)C.[C:24]([OH:30])([C:26]([F:29])([F:28])[F:27])=[O:25].